This data is from Full USPTO retrosynthesis dataset with 1.9M reactions from patents (1976-2016). The task is: Predict the reactants needed to synthesize the given product. (1) Given the product [Cl:3][C:4]1[CH:9]=[CH:8][CH:7]=[C:6]([F:10])[C:5]=1[C:11]1[N:15]=[C:14]([CH3:16])[N:13]([C:17]2[CH:22]=[CH:21][C:20]([CH2:23][O:24][C:27]3[C:26]([Cl:25])=[CH:31][C:30]([C:32]([F:35])([F:33])[F:34])=[CH:29][N:28]=3)=[CH:19][CH:18]=2)[N:12]=1, predict the reactants needed to synthesize it. The reactants are: [H-].[Na+].[Cl:3][C:4]1[CH:9]=[CH:8][CH:7]=[C:6]([F:10])[C:5]=1[C:11]1[N:15]=[C:14]([CH3:16])[N:13]([C:17]2[CH:22]=[CH:21][C:20]([CH2:23][OH:24])=[CH:19][CH:18]=2)[N:12]=1.[Cl:25][C:26]1[C:27](S(C)(=O)=O)=[N:28][CH:29]=[C:30]([C:32]([F:35])([F:34])[F:33])[CH:31]=1.O. (2) The reactants are: [C:1]1([OH:11])[C:10]2[C:5](=[CH:6][CH:7]=[CH:8][CH:9]=2)[CH:4]=[CH:3][CH:2]=1.[P:12](Cl)([Cl:15])([Cl:14])=[O:13].C(N(CC)CC)C. Given the product [P:12]([Cl:15])([Cl:14])([O:11][C:1]1[C:10]2[C:5](=[CH:6][CH:7]=[CH:8][CH:9]=2)[CH:4]=[CH:3][CH:2]=1)=[O:13], predict the reactants needed to synthesize it. (3) Given the product [CH3:23][C:24]1[CH:9]=[C:10]([C:11]2[N:4]3[N:3]=[C:2]([CH3:1])[CH:6]=[C:5]3[NH:7][C:16](=[O:17])[CH:15]=2)[CH:27]=[CH:26][CH:25]=1, predict the reactants needed to synthesize it. The reactants are: [CH3:1][C:2]1[CH:6]=[C:5]([NH2:7])[NH:4][N:3]=1.C[C:9]1[CH:10]=[C:11]([CH:15](C=O)[C:16](OC)=[O:17])C=CC=1.N1[CH:27]=[CH:26][CH:25]=[CH:24][CH:23]=1. (4) The reactants are: Br[C:2]1[N:3]=[C:4]2[C:9](=[N:10][CH:11]=1)[N:8]=[CH:7][N:6]([CH3:12])[C:5]2=[O:13].[CH2:14]([S:16]([N:19]1[CH2:24][CH2:23][NH:22][CH2:21][CH2:20]1)(=[O:18])=[O:17])[CH3:15]. Given the product [CH2:14]([S:16]([N:19]1[CH2:20][CH2:21][N:22]([C:2]2[N:3]=[C:4]3[C:9](=[N:10][CH:11]=2)[N:8]=[CH:7][N:6]([CH3:12])[C:5]3=[O:13])[CH2:23][CH2:24]1)(=[O:18])=[O:17])[CH3:15], predict the reactants needed to synthesize it. (5) Given the product [NH2:10][CH2:11][CH2:12][C:13]1[C:14]2[C:6](=[CH:5][C:4]([F:3])=[C:16]3[C:15]=2[CH2:19][CH2:18][O:17]3)[NH:7][C:8]=1[C:9]([OH:20])=[O:1], predict the reactants needed to synthesize it. The reactants are: [OH-:1].[K+].[F:3][C:4]1[C:16]2[O:17][CH2:18][CH2:19][C:15]=2[C:14]2[C:13]3[CH2:12][CH2:11][NH:10][C:9](=[O:20])[C:8]=3[NH:7][C:6]=2[CH:5]=1. (6) Given the product [CH:30]1([CH2:35][N:36]([C:37]2[CH:42]=[C:41]([C:43]([F:45])([F:46])[F:44])[CH:40]=[C:39]([O:47][CH3:48])[CH:38]=2)[C:8](=[O:19])[NH:9][C:10]2[S:11][C:12]([S:54][CH2:53][C:52]([OH:61])=[O:51])=[CH:13][N:14]=2)[CH2:31][CH2:32][CH2:33][CH2:34]1, predict the reactants needed to synthesize it. The reactants are: C1(CN(C2C=CC(S(C)(=O)=O)=CC=2)[C:8](=[O:19])[NH:9][C:10]2[S:11][CH:12]=[C:13](CC(O)=O)[N:14]=2)CCCC1.[CH:30]1([CH2:35][NH:36][C:37]2[CH:42]=[C:41]([C:43]([F:46])([F:45])[F:44])[CH:40]=[C:39]([O:47][CH3:48])[CH:38]=2)[CH2:34][CH2:33][CH2:32][CH2:31]1.C([O:51][C:52](=[O:61])[CH2:53][S:54]C1SC(N)=NC=1)C. (7) Given the product [N:15]([CH:2]1[CH2:11][CH2:10][C:9]2[CH:8]=[C:7]([C:12]#[N:13])[CH:6]=[CH:5][C:4]=2[C:3]1=[O:14])=[N+:16]=[N-:17], predict the reactants needed to synthesize it. The reactants are: Br[CH:2]1[CH2:11][CH2:10][C:9]2[CH:8]=[C:7]([C:12]#[N:13])[CH:6]=[CH:5][C:4]=2[C:3]1=[O:14].[N-:15]=[N+:16]=[N-:17].[Na+].